This data is from Reaction yield outcomes from USPTO patents with 853,638 reactions. The task is: Predict the reaction yield, written as a fraction of the theoretical maximum amount of product (1.0 means a 100% yield; for example, 0.34 means a 34% yield). (1) The reactants are [CH3:1][NH:2][CH3:3].[CH2:4]=O.[N+:6]([C:9]1[CH:17]=[C:16]2[C:12]([CH:13]=[CH:14][NH:15]2)=[CH:11][CH:10]=1)([O-:8])=[O:7].[OH-].[Na+]. The catalyst is C(O)(=O)C. The product is [CH3:1][N:2]([CH3:4])[CH2:3][C:13]1[C:12]2[C:16](=[CH:17][C:9]([N+:6]([O-:8])=[O:7])=[CH:10][CH:11]=2)[NH:15][CH:14]=1. The yield is 0.870. (2) The reactants are [CH:1]1([C:4]#[C:5][C:6]2[C:7]([C:14]([O:16]C)=[O:15])=[N:8][C:9]([S:12][CH3:13])=[N:10][CH:11]=2)[CH2:3][CH2:2]1.[OH-].[Na+].Cl. The catalyst is CO. The product is [CH:1]1([C:4]#[C:5][C:6]2[C:7]([C:14]([OH:16])=[O:15])=[N:8][C:9]([S:12][CH3:13])=[N:10][CH:11]=2)[CH2:3][CH2:2]1. The yield is 0.780. (3) The reactants are I[C:2]1[CH:11]=[C:10]2[C:5]([C:6]([N:13]3[CH2:17][CH2:16][CH2:15][CH2:14]3)=[CH:7][C:8]([CH3:12])=[N:9]2)=[CH:4][CH:3]=1.[C-:18]#[N:19].[K+]. The catalyst is C(#N)C.C(OCC)(=O)C.C1C=CC([P]([Pd]([P](C2C=CC=CC=2)(C2C=CC=CC=2)C2C=CC=CC=2)([P](C2C=CC=CC=2)(C2C=CC=CC=2)C2C=CC=CC=2)[P](C2C=CC=CC=2)(C2C=CC=CC=2)C2C=CC=CC=2)(C2C=CC=CC=2)C2C=CC=CC=2)=CC=1.[Cu](I)I. The product is [CH3:12][C:8]1[CH:7]=[C:6]([N:13]2[CH2:17][CH2:16][CH2:15][CH2:14]2)[C:5]2[C:10](=[CH:11][C:2]([C:18]#[N:19])=[CH:3][CH:4]=2)[N:9]=1. The yield is 0.750. (4) The yield is 0.830. The product is [C:1]1([CH:7]2[CH2:12][CH:11]([NH2:14])[CH2:10][CH2:9][O:8]2)[CH:6]=[CH:5][CH:4]=[CH:3][CH:2]=1. The reactants are [C:1]1([CH:7]2[CH2:12][C:11](=O)[CH2:10][CH2:9][O:8]2)[CH:6]=[CH:5][CH:4]=[CH:3][CH:2]=1.[NH3:14].[H][H]. The catalyst is CO.[Pd].